This data is from Catalyst prediction with 721,799 reactions and 888 catalyst types from USPTO. The task is: Predict which catalyst facilitates the given reaction. (1) Reactant: [CH2:1]([SH:5])[CH2:2][CH2:3][CH3:4].[H-].[Na+].COCO[C:12]1[CH:13]=C(C=[CH:18][CH:19]=1)CCl. Product: [CH2:1]([S:5][CH2:13][CH2:12][CH2:19][CH3:18])[CH2:2][CH2:3][CH3:4]. The catalyst class is: 3. (2) Reactant: [Br:1][C:2]1[CH:3]=[CH:4][C:5]([Cl:10])=[C:6]([CH:9]=1)[CH2:7][OH:8].N1C=CN=C1.[C:16]([Si:20]([CH3:23])([CH3:22])Cl)([CH3:19])([CH3:18])[CH3:17]. Product: [Br:1][C:2]1[CH:3]=[CH:4][C:5]([Cl:10])=[C:6]([CH:9]=1)[CH2:7][O:8][Si:20]([C:16]([CH3:19])([CH3:18])[CH3:17])([CH3:23])[CH3:22]. The catalyst class is: 18. (3) Reactant: [Li+].C[Si]([N-][Si](C)(C)C)(C)C.[CH3:11][O:12][C:13]1[CH:18]=[CH:17][C:16]([N:19]2[CH2:24][CH:23]3[CH2:25][CH2:26][CH:20]2[CH2:21][C:22]3=[O:27])=[CH:15][CH:14]=1.I[CH3:29]. Product: [CH3:11][O:12][C:13]1[CH:14]=[CH:15][C:16]([N:19]2[CH2:24][CH:23]3[CH2:25][CH2:26][CH:20]2[CH:21]([CH3:29])[C:22]3=[O:27])=[CH:17][CH:18]=1. The catalyst class is: 7. (4) Reactant: [O:1]1[CH2:5][CH2:4][CH2:3][CH:2]1[CH:6]=[CH:7][C:8]#[N:9]. Product: [O:1]1[CH2:5][CH2:4][CH2:3][CH:2]1[CH2:6][CH2:7][CH2:8][NH2:9]. The catalyst class is: 446. (5) Reactant: [F:1][C:2]1[CH:7]=[CH:6][C:5]([N:8]([CH3:25])[C:9]2[C:10]3[N:11]([C:15]([NH:18]C(=O)OC(C)C)=[N:16][N:17]=3)[CH:12]=[CH:13][N:14]=2)=[CH:4][CH:3]=1.[OH-].[K+].Cl. Product: [F:1][C:2]1[CH:3]=[CH:4][C:5]([N:8]([CH3:25])[C:9]2[C:10]3[N:11]([C:15]([NH2:18])=[N:16][N:17]=3)[CH:12]=[CH:13][N:14]=2)=[CH:6][CH:7]=1. The catalyst class is: 12.